This data is from NCI-60 drug combinations with 297,098 pairs across 59 cell lines. The task is: Regression. Given two drug SMILES strings and cell line genomic features, predict the synergy score measuring deviation from expected non-interaction effect. Drug 1: CC1=C(N=C(N=C1N)C(CC(=O)N)NCC(C(=O)N)N)C(=O)NC(C(C2=CN=CN2)OC3C(C(C(C(O3)CO)O)O)OC4C(C(C(C(O4)CO)O)OC(=O)N)O)C(=O)NC(C)C(C(C)C(=O)NC(C(C)O)C(=O)NCCC5=NC(=CS5)C6=NC(=CS6)C(=O)NCCC[S+](C)C)O. Drug 2: CC(C)(C#N)C1=CC(=CC(=C1)CN2C=NC=N2)C(C)(C)C#N. Cell line: COLO 205. Synergy scores: CSS=28.1, Synergy_ZIP=-10.2, Synergy_Bliss=-5.21, Synergy_Loewe=-0.335, Synergy_HSA=-0.126.